Dataset: Full USPTO retrosynthesis dataset with 1.9M reactions from patents (1976-2016). Task: Predict the reactants needed to synthesize the given product. (1) Given the product [Cl:41][C:38]1[CH:37]=[CH:36][C:35]([CH:8]([C:5]2[CH:4]=[CH:3][C:2]([Cl:1])=[CH:7][CH:6]=2)[N:9]2[CH2:10][CH:11]([N:13]([S:31]([CH3:34])(=[O:33])=[O:32])[C:14]3[CH:15]=[C:16]([CH:28]=[CH:29][CH:30]=3)[C:17]([NH:19][CH2:20][CH:21]([OH:22])[CH2:25][OH:24])=[O:18])[CH2:12]2)=[CH:40][CH:39]=1, predict the reactants needed to synthesize it. The reactants are: [Cl:1][C:2]1[CH:7]=[CH:6][C:5]([CH:8]([C:35]2[CH:40]=[CH:39][C:38]([Cl:41])=[CH:37][CH:36]=2)[N:9]2[CH2:12][CH:11]([N:13]([S:31]([CH3:34])(=[O:33])=[O:32])[C:14]3[CH:15]=[C:16]([CH:28]=[CH:29][CH:30]=3)[C:17]([NH:19][CH2:20][CH:21]3[CH2:25][O:24]C(C)(C)[O:22]3)=[O:18])[CH2:10]2)=[CH:4][CH:3]=1.O1CCCC1.Cl.C(=O)([O-])O.[Na+]. (2) The reactants are: [Br:1][C:2]1[CH:3]=[C:4]([CH:7]=[CH:8][C:9]=1[O:10][CH3:11])[C:5]#[N:6].[N+:12]([O-])([OH:14])=[O:13]. Given the product [Br:1][C:2]1[CH:3]=[C:4]([CH:7]=[C:8]([N+:12]([O-:14])=[O:13])[C:9]=1[O:10][CH3:11])[C:5]#[N:6], predict the reactants needed to synthesize it. (3) Given the product [N:23]12[CH2:24][CH2:25][CH:32]([CH2:33][CH2:34]1)[CH:31]([O:41][C:5]1[CH:6]=[CH:7][C:2]([NH:1][C:44]3[CH:45]=[CH:46][CH:47]=[CH:48][CH:49]=3)=[CH:3][CH:4]=1)[CH2:26]2, predict the reactants needed to synthesize it. The reactants are: [NH2:1][C:2]1[CH:7]=[CH:6][CH:5]=[CH:4][CH:3]=1.[Cl-].C(C1C=CC=C(CCC)C=1[N+]1[CH:25]=[CH:24][N:23]([C:26]2[C:31]([CH2:32][CH2:33][CH3:34])=CC=CC=2CCC)C=1)CC.CC(C)([O-:41])C.[Na+].[C:44]1(C)[CH:49]=[CH:48][CH:47]=[CH:46][CH:45]=1. (4) Given the product [CH:18]1([C:16]([NH:15][C:13]2[N:14]=[C:9]3[CH:8]=[CH:7][C:6]([O:5][C:4]4[CH:21]=[CH:22][C:23]([F:24])=[C:2]([NH:1][C:31]([C:26]5[CH:27]=[N:28][CH:29]=[CH:30][N:25]=5)=[O:32])[CH:3]=4)=[N:11][N:10]3[CH:12]=2)=[O:17])[CH2:20][CH2:19]1, predict the reactants needed to synthesize it. The reactants are: [NH2:1][C:2]1[CH:3]=[C:4]([CH:21]=[CH:22][C:23]=1[F:24])[O:5][C:6]1[CH:7]=[CH:8][C:9]2[N:10]([CH:12]=[C:13]([NH:15][C:16]([CH:18]3[CH2:20][CH2:19]3)=[O:17])[N:14]=2)[N:11]=1.[N:25]1[CH:30]=[CH:29][N:28]=[CH:27][C:26]=1[C:31](Cl)=[O:32]. (5) Given the product [F:30][C:2]1[CH:3]=[N:4][N:5]([C:18]2[CH:23]=[CH:22][C:21]([F:24])=[CH:20][CH:19]=2)[C:6]=1[C:7]1[CH:17]=[CH:16][C:10]2[O:11][CH2:12][C:13](=[O:15])[NH:14][C:9]=2[CH:8]=1, predict the reactants needed to synthesize it. The reactants are: Br[C:2]1[CH:3]=[N:4][N:5]([C:18]2[CH:23]=[CH:22][C:21]([F:24])=[CH:20][CH:19]=2)[C:6]=1[C:7]1[CH:17]=[CH:16][C:10]2[O:11][CH2:12][C:13](=[O:15])[NH:14][C:9]=2[CH:8]=1.C([Li])CCC.[F:30]N(S(C1C=CC=CC=1)(=O)=O)S(C1C=CC=CC=1)(=O)=O.O. (6) Given the product [CH2:1]([N:8]1[C:16]2[C:15]([O:17][C:18]3[C:23]([CH3:24])=[CH:22][C:21]([N+:25]([O-:27])=[O:26])=[CH:20][C:19]=3[CH3:28])=[N:14][C:13]([NH:30][C:31]3[CH:38]=[CH:37][C:34]([C:35]#[N:36])=[CH:33][CH:32]=3)=[N:12][C:11]=2[CH:10]=[CH:9]1)[C:2]1[CH:7]=[CH:6][CH:5]=[CH:4][CH:3]=1, predict the reactants needed to synthesize it. The reactants are: [CH2:1]([N:8]1[C:16]2[C:15]([O:17][C:18]3[C:23]([CH3:24])=[CH:22][C:21]([N+:25]([O-:27])=[O:26])=[CH:20][C:19]=3[CH3:28])=[N:14][C:13](Cl)=[N:12][C:11]=2[CH:10]=[CH:9]1)[C:2]1[CH:7]=[CH:6][CH:5]=[CH:4][CH:3]=1.[NH2:30][C:31]1[CH:38]=[CH:37][C:34]([C:35]#[N:36])=[CH:33][CH:32]=1.C(O)(C(F)(F)F)=O. (7) Given the product [CH2:23]([O:25][C:26](=[O:45])[CH2:27][C:28]1[CH:33]=[CH:32][C:31]([O:34][CH3:35])=[C:30]([C:12]2[C:11]([CH2:10][N:7]([C:6]([O:5][C:1]([CH3:4])([CH3:3])[CH3:2])=[O:22])[CH2:8][CH3:9])=[CH:20][C:19]3[C:14](=[CH:15][CH:16]=[CH:17][CH:18]=3)[N:13]=2)[CH:29]=1)[CH3:24], predict the reactants needed to synthesize it. The reactants are: [C:1]([O:5][C:6](=[O:22])[N:7]([CH2:10][C:11]1[C:12](Cl)=[N:13][C:14]2[C:19]([CH:20]=1)=[CH:18][CH:17]=[CH:16][CH:15]=2)[CH2:8][CH3:9])([CH3:4])([CH3:3])[CH3:2].[CH2:23]([O:25][C:26](=[O:45])[CH2:27][C:28]1[CH:33]=[CH:32][C:31]([O:34][CH3:35])=[C:30](B2OC(C)(C)C(C)(C)O2)[CH:29]=1)[CH3:24].C(=O)([O-])[O-].[K+].[K+].COCCOC.